Dataset: Reaction yield outcomes from USPTO patents with 853,638 reactions. Task: Predict the reaction yield, written as a fraction of the theoretical maximum amount of product (1.0 means a 100% yield; for example, 0.34 means a 34% yield). (1) The reactants are ClC1N=C(Cl)N=CN=1.CN(C=O)C.C(N(C(C)C)C(C)C)C.NC1C(C)=C(C=CC=1)C(N)=O.Cl[C:35]1[N:40]=[CH:39][N:38]=[C:37]([NH:41][C:42]2[C:43]([CH3:51])=[C:44]([CH:48]=[CH:49][CH:50]=2)[C:45]([NH2:47])=[O:46])[N:36]=1.[CH3:52][C:53]1[CH:54]=[C:55]([N:60]2[CH2:65][CH2:64][NH:63][CH2:62][CH2:61]2)[CH:56]=[CH:57][C:58]=1[CH3:59]. The catalyst is O. The product is [CH3:52][C:53]1[CH:54]=[C:55]([N:60]2[CH2:61][CH2:62][N:63]([C:35]3[N:40]=[CH:39][N:38]=[C:37]([NH:41][C:42]4[C:43]([CH3:51])=[C:44]([CH:48]=[CH:49][CH:50]=4)[C:45]([NH2:47])=[O:46])[N:36]=3)[CH2:64][CH2:65]2)[CH:56]=[CH:57][C:58]=1[CH3:59]. The yield is 0.560. (2) The reactants are [Cl:1][C:2]1[CH:7]=[CH:6][C:5]([OH:8])=[C:4]([C:9]2[C:14](Cl)=[C:13]([Cl:16])[N:12]=[C:11]([Cl:17])[N:10]=2)[CH:3]=1.Cl. The catalyst is S1C=CC=C1C([O-])=O.[Cu+].CN1CCCC1=O. The product is [Cl:17][C:11]1[N:12]=[C:13]([Cl:16])[C:14]2[O:8][C:5]3[CH:6]=[CH:7][C:2]([Cl:1])=[CH:3][C:4]=3[C:9]=2[N:10]=1. The yield is 0.830. (3) The reactants are Cl[C:2]1[N:3]=[C:4]([NH:12][CH2:13][C:14]#[CH:15])[C:5]2[S:10][CH:9]=[C:8]([CH3:11])[C:6]=2[N:7]=1.[CH2:16]([NH2:19])[CH:17]=[CH2:18].C(=O)([O-])O.[Na+]. No catalyst specified. The product is [CH2:16]([NH:19][C:2]1[N:3]=[C:4]([NH:12][CH2:13][C:14]#[CH:15])[C:5]2[S:10][CH:9]=[C:8]([CH3:11])[C:6]=2[N:7]=1)[CH:17]=[CH2:18]. The yield is 0.542. (4) The reactants are [Br:1][C:2]1[N:7]=[CH:6][C:5]2[C:8]([CH:11]3[CH2:15][NH:14][C:13](=[O:16])[CH2:12]3)=[CH:9][NH:10][C:4]=2[CH:3]=1.C(=O)([O-])[O-].[Cs+].[Cs+].CN(C)C=O.I[CH:29]([CH3:31])[CH3:30]. The catalyst is O. The product is [Br:1][C:2]1[N:7]=[CH:6][C:5]2[C:8]([CH:11]3[CH2:15][NH:14][C:13](=[O:16])[CH2:12]3)=[CH:9][N:10]([CH:29]([CH3:31])[CH3:30])[C:4]=2[CH:3]=1. The yield is 0.520. (5) The reactants are CO[C:3]([C:5]1[N:6]=[C:7]([C:23]#[N:24])[C:8]2[C:13]([C:14]=1[OH:15])=[CH:12][CH:11]=[C:10]([O:16][C:17]1[CH:22]=[CH:21][CH:20]=[CH:19][CH:18]=1)[CH:9]=2)=[O:4].[NH2:25][CH2:26][CH:27]([NH:31][C:32]([O:34][C:35]([CH3:38])([CH3:37])[CH3:36])=[O:33])[C:28]([OH:30])=[O:29].C[O-].[Na+].CO.Cl. The catalyst is O. The product is [C:35]([O:34][C:32]([NH:31][C@@H:27]([CH2:26][NH:25][C:3]([C:5]1[N:6]=[C:7]([C:23]#[N:24])[C:8]2[C:13]([C:14]=1[OH:15])=[CH:12][CH:11]=[C:10]([O:16][C:17]1[CH:22]=[CH:21][CH:20]=[CH:19][CH:18]=1)[CH:9]=2)=[O:4])[C:28]([OH:30])=[O:29])=[O:33])([CH3:38])([CH3:37])[CH3:36]. The yield is 0.710. (6) The reactants are [NH:1]1[CH:5]=[C:4]([C:6]2[CH:24]=[CH:23][CH:22]=[CH:21][C:7]=2[O:8][CH2:9][CH2:10][C:11]2[CH:20]=[CH:19][CH:18]=[CH:17][C:12]=2[C:13]([O:15]C)=O)[N:3]=[CH:2]1.[CH3:25][NH2:26]. The catalyst is CO. The product is [NH:1]1[CH:5]=[C:4]([C:6]2[CH:24]=[CH:23][CH:22]=[CH:21][C:7]=2[O:8][CH2:9][CH2:10][C:11]2[CH:20]=[CH:19][CH:18]=[CH:17][C:12]=2[C:13]([NH:26][CH3:25])=[O:15])[N:3]=[CH:2]1. The yield is 0.370. (7) The reactants are [C:1]([O:5][C:6](=[O:30])[CH2:7][CH:8]([NH:15][S:16]([C:19]1[CH:24]=[CH:23][C:22]([NH:25][C:26](=[O:28])[CH3:27])=[CH:21][C:20]=1[OH:29])(=[O:18])=[O:17])[C:9]([N:11]([O:13][CH3:14])[CH3:12])=[O:10])([CH3:4])([CH3:3])[CH3:2].[N:31]1[C:40]2[C:35](=[C:36]([CH2:41][CH2:42]O)[CH:37]=[CH:38][CH:39]=2)[CH:34]=[CH:33][CH:32]=1.C1(P(C2C=CC=CC=2)C2C=CC=CC=2)C=CC=CC=1.CCOC(/N=N/C(OCC)=O)=O. The catalyst is C1COCC1. The product is [C:1]([O:5][C:6](=[O:30])[CH2:7][CH:8]([NH:15][S:16]([C:19]1[CH:24]=[CH:23][C:22]([NH:25][C:26](=[O:28])[CH3:27])=[CH:21][C:20]=1[O:29][CH2:42][CH2:41][C:36]1[CH:37]=[CH:38][CH:39]=[C:40]2[C:35]=1[CH:34]=[CH:33][CH:32]=[N:31]2)(=[O:18])=[O:17])[C:9]([N:11]([O:13][CH3:14])[CH3:12])=[O:10])([CH3:4])([CH3:2])[CH3:3]. The yield is 0.830. (8) The reactants are [Br:1][C:2]1[CH:9]=[CH:8][CH:7]=[CH:6][C:3]=1[CH2:4]Br.O.[C-:11]#[N:12].[K+]. The catalyst is CN(C)C=O. The product is [Br:1][C:2]1[CH:9]=[CH:8][CH:7]=[CH:6][C:3]=1[CH2:4][C:11]#[N:12]. The yield is 0.964. (9) The reactants are [F:1][C:2]1[CH:3]=[CH:4][C:5]([OH:17])=[C:6](/[CH:8]=[C:9]2/[C:10](=[O:16])[N:11]=[C:12](SC)[S:13]/2)[CH:7]=1.[N:18]1([CH2:24][CH2:25][OH:26])[CH2:23][CH2:22]NCC1.[CH2:27]([N:29](CC)CC)[CH3:28]. The catalyst is C(O)C. The product is [F:1][C:2]1[CH:3]=[CH:4][C:5]([OH:17])=[C:6](/[CH:8]=[C:9]2/[C:10](=[O:16])[N:11]=[C:12]([N:29]3[CH2:27][CH2:28][CH2:22][CH2:23][N:18]3[CH2:24][CH2:25][OH:26])[S:13]/2)[CH:7]=1. The yield is 0.360. (10) The reactants are [OH-].[Na+].C[O:4][C:5](=[O:39])[CH2:6][CH2:7][C:8]([C:10]1[C:18]2[C:13](=[CH:14][CH:15]=[C:16]([Cl:19])[CH:17]=2)[N:12]([CH2:20][C:21]2[CH:26]=[C:25]([C:27]3[CH:32]=[CH:31][CH:30]=[CH:29][CH:28]=3)[N:24]=[C:23]([C:33]3[CH:38]=[CH:37][CH:36]=[CH:35][CH:34]=3)[CH:22]=2)[CH:11]=1)=[O:9].Cl. The catalyst is O1CCCC1.CO.O. The product is [Cl:19][C:16]1[CH:17]=[C:18]2[C:13](=[CH:14][CH:15]=1)[N:12]([CH2:20][C:21]1[CH:26]=[C:25]([C:27]3[CH:32]=[CH:31][CH:30]=[CH:29][CH:28]=3)[N:24]=[C:23]([C:33]3[CH:34]=[CH:35][CH:36]=[CH:37][CH:38]=3)[CH:22]=1)[CH:11]=[C:10]2[C:8](=[O:9])[CH2:7][CH2:6][C:5]([OH:39])=[O:4]. The yield is 0.980.